From a dataset of Reaction yield outcomes from USPTO patents with 853,638 reactions. Predict the reaction yield, written as a fraction of the theoretical maximum amount of product (1.0 means a 100% yield; for example, 0.34 means a 34% yield). (1) The reactants are [CH2:1]([NH2:5])[CH2:2][CH2:3][CH3:4].OC1C=CC=CN=1.[C:13]([O:17][C:18](=[O:48])[NH:19][C@H:20]([C@@H:39]1[CH2:43][C@@H:42]([CH:44]([CH3:46])[CH3:45])[C:41](=[O:47])[O:40]1)[CH2:21][N:22]1[CH2:27][C:26](=[O:28])[N:25]([C:29]2[CH:34]=[C:33]([F:35])[CH:32]=[CH:31][C:30]=2[Cl:36])[CH2:24][C:23]1([CH3:38])[CH3:37])([CH3:16])([CH3:15])[CH3:14]. The catalyst is O. The product is [C:13]([O:17][C:18](=[O:48])[NH:19][C@@H:20]([CH2:21][N:22]1[CH2:27][C:26](=[O:28])[N:25]([C:29]2[CH:34]=[C:33]([F:35])[CH:32]=[CH:31][C:30]=2[Cl:36])[CH2:24][C:23]1([CH3:38])[CH3:37])[C@@H:39]([OH:40])[CH2:43][C@H:42]([C:41](=[O:47])[NH:5][CH2:1][CH2:2][CH2:3][CH3:4])[CH:44]([CH3:45])[CH3:46])([CH3:14])([CH3:15])[CH3:16]. The yield is 0.890. (2) The reactants are [NH2:1][OH:2].C([SiH2][O:8][C:9](C)(C)[C:10]1[CH:11]=[C:12]([CH:15]=[CH:16][CH:17]=1)[C:13]#[N:14])(C)(C)C.N1C=CC=CC=1.[S:26](Cl)(Cl)=[O:27].Cl. The catalyst is C(O)(C)C.[Cl-].[Na+].O.O1CCCC1.ClCCl. The product is [O:27]=[S:26]1[NH:14][C:13]([C:12]2[CH:11]=[C:10]([CH2:9][OH:8])[CH:17]=[CH:16][CH:15]=2)=[N:1][O:2]1. The yield is 0.910. (3) The reactants are Br[C:2]1[CH:3]=[CH:4][C:5]([S:8]([NH:11][C@@H:12]2[CH2:15][C@H:14]([C:16]3[N:20]4[C:21]5[CH:27]=[CH:26][N:25]([S:28]([C:31]6[CH:37]=[CH:36][C:34]([CH3:35])=[CH:33][CH:32]=6)(=[O:30])=[O:29])[C:22]=5[N:23]=[CH:24][C:19]4=[N:18][N:17]=3)[C:13]2([CH3:39])[CH3:38])(=[O:10])=[O:9])=[N:6][CH:7]=1.[C:40]([NH:43][C@@H]1C[C@H](C(O)=O)C1(C)C)(=O)C.CCN(C(C)C)C(C)C.BrC1C=CC(S(Cl)(=O)=O)=NC=1.C([Zn]C#N)#N. The catalyst is CN(C=O)C.[OH-].[Na+].C1C=CC([P]([Pd]([P](C2C=CC=CC=2)(C2C=CC=CC=2)C2C=CC=CC=2)([P](C2C=CC=CC=2)(C2C=CC=CC=2)C2C=CC=CC=2)[P](C2C=CC=CC=2)(C2C=CC=CC=2)C2C=CC=CC=2)(C2C=CC=CC=2)C2C=CC=CC=2)=CC=1.C(Cl)CCl. The product is [C:40]([C:2]1[CH:3]=[CH:4][C:5]([S:8]([NH:11][C@@H:12]2[CH2:15][C@H:14]([C:16]3[N:20]4[C:21]5[CH:27]=[CH:26][N:25]([S:28]([C:31]6[CH:37]=[CH:36][C:34]([CH3:35])=[CH:33][CH:32]=6)(=[O:30])=[O:29])[C:22]=5[N:23]=[CH:24][C:19]4=[N:18][N:17]=3)[C:13]2([CH3:39])[CH3:38])(=[O:9])=[O:10])=[N:6][CH:7]=1)#[N:43]. The yield is 0.140. (4) The reactants are [CH3:1][N:2]([CH3:32])[C:3]([C:5]1[N:26]([CH:27]2[CH2:31][CH2:30][CH2:29][CH2:28]2)[C:8]2[N:9]=[C:10]([NH:13][C:14]3[CH:19]=[CH:18][C:17]([N:20]4[CH2:25][CH2:24][NH:23][CH2:22][CH2:21]4)=[CH:16][N:15]=3)[N:11]=[CH:12][C:7]=2[CH:6]=1)=[O:4].[CH:33]1([CH2:38][CH2:39][C:40](Cl)=[O:41])[CH2:37][CH2:36][CH2:35][CH2:34]1. No catalyst specified. The product is [CH3:1][N:2]([CH3:32])[C:3]([C:5]1[N:26]([CH:27]2[CH2:31][CH2:30][CH2:29][CH2:28]2)[C:8]2[N:9]=[C:10]([NH:13][C:14]3[CH:19]=[CH:18][C:17]([N:20]4[CH2:21][CH2:22][N:23]([C:40](=[O:41])[CH2:39][CH2:38][CH:33]5[CH2:37][CH2:36][CH2:35][CH2:34]5)[CH2:24][CH2:25]4)=[CH:16][N:15]=3)[N:11]=[CH:12][C:7]=2[CH:6]=1)=[O:4]. The yield is 0.440. (5) The reactants are [OH:1][CH2:2][C:3]([OH:5])=O.ON1C2C=CC=CC=2N=N1.Cl.C(N=C=NCCCN(C)C)C.[CH:28]12[NH:35][CH:32]([CH2:33][CH2:34]1)[CH2:31][CH:30]([NH:36][C:37]1[CH:38]=[C:39]3[C:43](=[CH:44][CH:45]=1)[NH:42][N:41]=[CH:40]3)[CH2:29]2.C(=O)([O-])O.[Na+]. The catalyst is CN(C)C=O. The product is [NH:42]1[C:43]2[C:39](=[CH:38][C:37]([NH:36][CH:30]3[CH2:31][CH:32]4[N:35]([C:3](=[O:5])[CH2:2][OH:1])[CH:28]([CH2:34][CH2:33]4)[CH2:29]3)=[CH:45][CH:44]=2)[CH:40]=[N:41]1. The yield is 0.110. (6) The reactants are [CH2:1]([O:8][CH2:9][CH:10]1[CH:15]([S:16]CC2C=CC(OC)=CC=2)[CH2:14][CH2:13][N:12]([S:26]([C:29]2[CH:38]=[CH:37][C:36]3[C:31](=[CH:32][CH:33]=[CH:34][CH:35]=3)[CH:30]=2)(=[O:28])=[O:27])[CH2:11]1)[C:2]1[CH:7]=[CH:6][CH:5]=[CH:4][CH:3]=1.C([SiH](CC)CC)C. The catalyst is C(O)(C(F)(F)F)=O. The product is [CH2:1]([O:8][CH2:9][CH:10]1[CH:15]([SH:16])[CH2:14][CH2:13][N:12]([S:26]([C:29]2[CH:38]=[CH:37][C:36]3[C:31](=[CH:32][CH:33]=[CH:34][CH:35]=3)[CH:30]=2)(=[O:28])=[O:27])[CH2:11]1)[C:2]1[CH:7]=[CH:6][CH:5]=[CH:4][CH:3]=1. The yield is 0.610.